From a dataset of NCI-60 drug combinations with 297,098 pairs across 59 cell lines. Regression. Given two drug SMILES strings and cell line genomic features, predict the synergy score measuring deviation from expected non-interaction effect. (1) Drug 1: CCCS(=O)(=O)NC1=C(C(=C(C=C1)F)C(=O)C2=CNC3=C2C=C(C=N3)C4=CC=C(C=C4)Cl)F. Drug 2: C1CCC(C1)C(CC#N)N2C=C(C=N2)C3=C4C=CNC4=NC=N3. Cell line: NCI-H522. Synergy scores: CSS=11.3, Synergy_ZIP=3.70, Synergy_Bliss=7.98, Synergy_Loewe=6.84, Synergy_HSA=7.04. (2) Drug 1: CC1=C2C(C(=O)C3(C(CC4C(C3C(C(C2(C)C)(CC1OC(=O)C(C(C5=CC=CC=C5)NC(=O)C6=CC=CC=C6)O)O)OC(=O)C7=CC=CC=C7)(CO4)OC(=O)C)O)C)OC(=O)C. Drug 2: C1=CN(C=N1)CC(O)(P(=O)(O)O)P(=O)(O)O. Cell line: NCIH23. Synergy scores: CSS=19.6, Synergy_ZIP=6.49, Synergy_Bliss=9.95, Synergy_Loewe=2.60, Synergy_HSA=6.90. (3) Drug 1: CC1C(C(CC(O1)OC2CC(CC3=C2C(=C4C(=C3O)C(=O)C5=C(C4=O)C(=CC=C5)OC)O)(C(=O)CO)O)N)O.Cl. Drug 2: B(C(CC(C)C)NC(=O)C(CC1=CC=CC=C1)NC(=O)C2=NC=CN=C2)(O)O. Cell line: LOX IMVI. Synergy scores: CSS=69.8, Synergy_ZIP=0.772, Synergy_Bliss=1.04, Synergy_Loewe=-5.84, Synergy_HSA=3.16. (4) Drug 1: C1C(C(OC1N2C=NC3=C2NC=NCC3O)CO)O. Drug 2: CCC1(C2=C(COC1=O)C(=O)N3CC4=CC5=C(C=CC(=C5CN(C)C)O)N=C4C3=C2)O.Cl. Cell line: PC-3. Synergy scores: CSS=14.7, Synergy_ZIP=-1.81, Synergy_Bliss=-1.56, Synergy_Loewe=-11.7, Synergy_HSA=-0.656.